Dataset: Catalyst prediction with 721,799 reactions and 888 catalyst types from USPTO. Task: Predict which catalyst facilitates the given reaction. (1) The catalyst class is: 167. Reactant: Br[C:2]1[CH:7]=[CH:6][CH:5]=[CH:4][CH:3]=1.FC(F)(F)C(O)=O.[CH:15]1([NH:21][C:22]([C@H:24]2[CH2:29][CH2:28][CH2:27][NH:26][CH2:25]2)=[O:23])[CH2:20][CH2:19][CH2:18][CH2:17][CH2:16]1.CC(C)([O-])C.[Na+].C(P(C(C)(C)C)C1C=CC=CC=1C1C=CC=CC=1)(C)(C)C.O1CCOCC1. Product: [CH:15]1([NH:21][C:22]([C@H:24]2[CH2:29][CH2:28][CH2:27][N:26]([C:2]3[CH:7]=[CH:6][CH:5]=[CH:4][CH:3]=3)[CH2:25]2)=[O:23])[CH2:16][CH2:17][CH2:18][CH2:19][CH2:20]1. (2) Reactant: I[C:2]1[C:10]2[C:5](=[CH:6][CH:7]=[C:8]([N:11]([S:19]([C:22]3[CH:27]=[CH:26][CH:25]=[CH:24][C:23]=3[S:28]([CH3:31])(=[O:30])=[O:29])(=[O:21])=[O:20])C(OC(C)(C)C)=O)[CH:9]=2)[N:4](C(OC(C)(C)C)=O)[N:3]=1.[N+:39]([C:42]1[CH:47]=[CH:46][CH:45]=[CH:44][C:43]=1B(O)O)([O-:41])=[O:40].C(=O)([O-])O.[Na+].CN(C)C=O. Product: [N+:39]([C:42]1[CH:47]=[CH:46][CH:45]=[CH:44][C:43]=1[C:2]1[C:10]2[C:5](=[CH:6][CH:7]=[C:8]([NH:11][S:19]([C:22]3[CH:27]=[CH:26][CH:25]=[CH:24][C:23]=3[S:28]([CH3:31])(=[O:30])=[O:29])(=[O:20])=[O:21])[CH:9]=2)[NH:4][N:3]=1)([O-:41])=[O:40]. The catalyst class is: 96. (3) The catalyst class is: 208. Product: [Cl:1][C:2]1[CH:8]=[C:7]([O:9][C:10]2[C:19]3[C:14](=[CH:15][C:16]([O:22][CH3:23])=[C:17]([O:20][CH3:21])[CH:18]=3)[N:13]=[CH:12][N:11]=2)[CH:6]=[CH:5][C:3]=1[NH:4][C:28](=[O:34])[O:27][CH2:25][CH2:42][C:36]1[CH:41]=[CH:40][CH:39]=[CH:38][CH:37]=1. Reactant: [Cl:1][C:2]1[CH:8]=[C:7]([O:9][C:10]2[C:19]3[C:14](=[CH:15][C:16]([O:22][CH3:23])=[C:17]([O:20][CH3:21])[CH:18]=3)[N:13]=[CH:12][N:11]=2)[CH:6]=[CH:5][C:3]=1[NH2:4].Cl[C:25](Cl)([O:27][C:28](=[O:34])OC(Cl)(Cl)Cl)Cl.[C:36]1([CH2:42]CO)[CH:41]=[CH:40][CH:39]=[CH:38][CH:37]=1.C(=O)(O)[O-].[Na+]. (4) Reactant: [NH2:1][C@H:2]1[CH2:6][CH2:5][CH2:4][C@@H:3]1[NH:7][C:8](=[O:14])[O:9][C:10]([CH3:13])([CH3:12])[CH3:11].[Cl:15][C:16]1[CH:17]=[CH:18][C:19]([N:25]2[N:29]=[CH:28][CH:27]=[N:26]2)=[C:20]([CH:24]=1)[C:21](O)=[O:22].CN(C(ON1N=NC2C=CC=CC1=2)=[N+](C)C)C.[B-](F)(F)(F)F.CCN(C(C)C)C(C)C. Product: [Cl:15][C:16]1[CH:17]=[CH:18][C:19]([N:25]2[N:29]=[CH:28][CH:27]=[N:26]2)=[C:20]([CH:24]=1)[C:21]([NH:1][C@H:2]1[CH2:6][CH2:5][CH2:4][C@@H:3]1[NH:7][C:8](=[O:14])[O:9][C:10]([CH3:11])([CH3:13])[CH3:12])=[O:22]. The catalyst class is: 18. (5) Reactant: [Cl:1][C:2]1[N:3]=[CH:4][C:5]([C:8]([NH2:10])=O)=[N:6][CH:7]=1. Product: [Cl:1][C:2]1[N:3]=[CH:4][C:5]([C:8]#[N:10])=[N:6][CH:7]=1. The catalyst class is: 265.